From a dataset of Full USPTO retrosynthesis dataset with 1.9M reactions from patents (1976-2016). Predict the reactants needed to synthesize the given product. (1) Given the product [C:12]([O-:11])(=[O:60])[CH3:13].[NH4+:7].[F:19][C:15]1[CH:14]=[C:13]([C@H:12]2[O:11][C:10](=[O:20])[NH:9][C@@H:8]2[C:5]2[CH:6]=[N:7][C:2]([C:22]#[C:21][C:23]3[CH:28]=[CH:27][CH:26]=[CH:25][CH:24]=3)=[CH:3][CH:4]=2)[CH:18]=[CH:17][CH:16]=1, predict the reactants needed to synthesize it. The reactants are: Cl[C:2]1[N:7]=[CH:6][C:5]([C@@H:8]2[C@@H:12]([C:13]3[CH:18]=[CH:17][CH:16]=[C:15]([F:19])[CH:14]=3)[O:11][C:10](=[O:20])[NH:9]2)=[CH:4][CH:3]=1.[C:21]([C:23]1[CH:28]=[CH:27][CH:26]=[CH:25][CH:24]=1)#[CH:22].C1(P(C2C=CC=CC=2)C2C=CC=CC=2)C=CC=CC=1.C(N(C(C)C)CC)(C)C.CN(C)C=[O:60]. (2) Given the product [C:13]1([C:10]2[CH:11]=[C:12]3[CH:2]([N:32]4[CH2:36][CH2:35][CH2:34][CH2:33]4)[C:3]4[CH:22]=[C:21]([NH:23][S:24]([CH3:27])(=[O:25])=[O:26])[CH:20]=[CH:19][C:4]=4[CH:5]=[CH:6][C:7]3=[N:8][CH:9]=2)[CH:14]=[CH:15][CH:16]=[CH:17][CH:18]=1, predict the reactants needed to synthesize it. The reactants are: O[CH:2]1[C:12]2[C:7](=[N:8][CH:9]=[C:10]([C:13]3[CH:18]=[CH:17][CH:16]=[CH:15][CH:14]=3)[CH:11]=2)[CH:6]=[CH:5][C:4]2[CH:19]=[CH:20][C:21]([NH:23][S:24]([CH3:27])(=[O:26])=[O:25])=[CH:22][C:3]1=2.O=S(Cl)Cl.[NH:32]1[CH2:36][CH2:35][CH2:34][CH2:33]1.